This data is from Full USPTO retrosynthesis dataset with 1.9M reactions from patents (1976-2016). The task is: Predict the reactants needed to synthesize the given product. (1) Given the product [CH3:19][O:20][C:21](=[O:30])[CH:22]([N:10]1[C:9]2[CH:15]=[CH:16][CH:17]=[CH:18][C:8]=2[C:7]([C:1]2[CH:2]=[CH:3][CH:4]=[CH:5][CH:6]=2)=[N:13][CH2:12][C:11]1=[O:14])[C:24]1[CH:25]=[CH:26][CH:27]=[CH:28][CH:29]=1, predict the reactants needed to synthesize it. The reactants are: [C:1]1([C:7]2[C:8]3[CH:18]=[CH:17][CH:16]=[CH:15][C:9]=3[NH:10][C:11](=[O:14])[CH2:12][N:13]=2)[CH:6]=[CH:5][CH:4]=[CH:3][CH:2]=1.[CH3:19][O:20][C:21](=[O:30])[CH:22]([C:24]1[CH:29]=[CH:28][CH:27]=[CH:26][CH:25]=1)Br. (2) Given the product [F:1][C:2]1[C:3]([C:9]([Cl:14])=[O:11])=[N:4][CH:5]=[C:6]([F:8])[CH:7]=1, predict the reactants needed to synthesize it. The reactants are: [F:1][C:2]1[C:3]([C:9]([OH:11])=O)=[N:4][CH:5]=[C:6]([F:8])[CH:7]=1.S(Cl)([Cl:14])=O. (3) Given the product [CH3:18][C:19]1([CH3:35])[C:23]([CH3:25])([CH3:24])[O:22][B:21]([C:2]2[CH:3]=[C:4]3[C:8](=[CH:9][CH:10]=2)[N:7]([C:11]([O:13][C:14]([CH3:17])([CH3:16])[CH3:15])=[O:12])[CH2:6][CH2:5]3)[O:20]1, predict the reactants needed to synthesize it. The reactants are: Br[C:2]1[CH:3]=[C:4]2[C:8](=[CH:9][CH:10]=1)[N:7]([C:11]([O:13][C:14]([CH3:17])([CH3:16])[CH3:15])=[O:12])[CH2:6][CH2:5]2.[CH3:18][C:19]1([CH3:35])[C:23]([CH3:25])([CH3:24])[O:22][B:21]([B:21]2[O:22][C:23]([CH3:25])([CH3:24])[C:19]([CH3:35])([CH3:18])[O:20]2)[O:20]1.CC([O-])=O.[K+].